From a dataset of Peptide-MHC class I binding affinity with 185,985 pairs from IEDB/IMGT. Regression. Given a peptide amino acid sequence and an MHC pseudo amino acid sequence, predict their binding affinity value. This is MHC class I binding data. (1) The peptide sequence is KAEVSMHEV. The MHC is HLA-A29:02 with pseudo-sequence HLA-A29:02. The binding affinity (normalized) is 0. (2) The peptide sequence is GEDVAPIEY. The MHC is HLA-A01:01 with pseudo-sequence HLA-A01:01. The binding affinity (normalized) is 0. (3) The peptide sequence is VSFGAPSPL. The MHC is H-2-Kb with pseudo-sequence H-2-Kb. The binding affinity (normalized) is 0.774. (4) The peptide sequence is GMKRSFYVY. The MHC is HLA-A26:01 with pseudo-sequence HLA-A26:01. The binding affinity (normalized) is 0.00362. (5) The MHC is Mamu-A01 with pseudo-sequence Mamu-A01. The peptide sequence is CSPRGSSC. The binding affinity (normalized) is 0.599. (6) The peptide sequence is GPRGRHVVL. The MHC is HLA-B57:01 with pseudo-sequence HLA-B57:01. The binding affinity (normalized) is 0.0847. (7) The peptide sequence is LMLKATLLCV. The MHC is HLA-A02:03 with pseudo-sequence HLA-A02:03. The binding affinity (normalized) is 0.719.